Task: Predict the reactants needed to synthesize the given product.. Dataset: Full USPTO retrosynthesis dataset with 1.9M reactions from patents (1976-2016) (1) The reactants are: [F:1][C@H:2]1[C@@H:7]([NH:8][C:9]([O:11][CH3:12])=[O:10])[CH2:6][CH2:5][N:4](C(OC(C)(C)C)=O)[CH2:3]1.C(O)(C(F)(F)F)=O. Given the product [CH3:12][O:11][C:9](=[O:10])[NH:8][C@H:7]1[CH2:6][CH2:5][NH:4][CH2:3][C@H:2]1[F:1], predict the reactants needed to synthesize it. (2) Given the product [CH2:26]([O:25][C:23]([N:22]=[S:20]([C:17]1[CH:16]=[CH:15][C:14]([NH:13][C:2]2[N:7]=[C:6]([NH:8][CH2:9][C:10]#[CH:11])[C:5]([I:12])=[CH:4][N:3]=2)=[CH:19][CH:18]=1)([CH3:28])=[O:21])=[O:24])[CH3:27], predict the reactants needed to synthesize it. The reactants are: Cl[C:2]1[N:7]=[C:6]([NH:8][CH2:9][C:10]#[CH:11])[C:5]([I:12])=[CH:4][N:3]=1.[NH2:13][C:14]1[CH:19]=[CH:18][C:17]([S:20]([CH3:28])(=[N:22][C:23]([O:25][CH2:26][CH3:27])=[O:24])=[O:21])=[CH:16][CH:15]=1.Cl.